Dataset: Reaction yield outcomes from USPTO patents with 853,638 reactions. Task: Predict the reaction yield, written as a fraction of the theoretical maximum amount of product (1.0 means a 100% yield; for example, 0.34 means a 34% yield). (1) The reactants are [Br:1][C:2]1[CH:17]=[CH:16][C:5]([C:6]([C@@H:8]2[CH2:12][CH2:11][CH2:10][C@H:9]2[C:13]([OH:15])=[O:14])=[O:7])=[CH:4][CH:3]=1.[CH3:18]OC(OC)(C)C.Cl. The catalyst is CO. The product is [Br:1][C:2]1[CH:3]=[CH:4][C:5]([C:6]([C@@H:8]2[CH2:12][CH2:11][CH2:10][C@H:9]2[C:13]([O:15][CH3:18])=[O:14])=[O:7])=[CH:16][CH:17]=1. The yield is 0.830. (2) The reactants are [O:1]=[C:2]1[C:11]2[CH:10]=[CH:9][CH:8]=[C:7]3[NH:12][CH:13]([C:21]4[CH:28]=[CH:27][C:24]([CH:25]=O)=[CH:23][CH:22]=4)[CH:14]([C:15]4[CH:20]=[CH:19][CH:18]=[CH:17][CH:16]=4)[C:5]([C:6]=23)=[N:4][NH:3]1.[CH2:29]([NH:31][CH2:32][CH3:33])[CH3:30].C(O)(=O)C.C(O[BH-](OC(=O)C)OC(=O)C)(=O)C.[Na+]. The catalyst is ClCCl. The product is [CH2:29]([N:31]([CH2:25][C:24]1[CH:27]=[CH:28][C:21]([CH:13]2[NH:12][C:7]3[C:6]4[C:5](=[N:4][NH:3][C:2](=[O:1])[C:11]=4[CH:10]=[CH:9][CH:8]=3)[CH:14]2[C:15]2[CH:20]=[CH:19][CH:18]=[CH:17][CH:16]=2)=[CH:22][CH:23]=1)[CH2:32][CH3:33])[CH3:30]. The yield is 0.360. (3) The reactants are [F:1][C:2]1[CH:9]=[CH:8][C:5]([CH:6]=O)=[CH:4][CH:3]=1.[C:10](#[N:14])[CH2:11][C:12]#[N:13].C(N(CC)CC)C.[CH3:22][N:23]1[C:27](=[O:28])[CH2:26][C:25]([CH3:29])=[N:24]1. The catalyst is C(O)C. The product is [NH2:13][C:12]1[O:28][C:27]2[N:23]([CH3:22])[N:24]=[C:25]([CH3:29])[C:26]=2[CH:6]([C:5]2[CH:8]=[CH:9][C:2]([F:1])=[CH:3][CH:4]=2)[C:11]=1[C:10]#[N:14]. The yield is 0.410. (4) The reactants are [Cl:1][C:2]1[N:3]=[C:4](Cl)[C:5]2[CH2:10][O:9][CH:8]([C:11]3[CH:16]=[CH:15][C:14]([F:17])=[CH:13][CH:12]=3)[C:6]=2[N:7]=1.Cl.[CH2:20]([NH2:22])[CH3:21]. No catalyst specified. The product is [Cl:1][C:2]1[N:3]=[C:4]([NH:22][CH2:20][CH3:21])[C:5]2[CH2:10][O:9][CH:8]([C:11]3[CH:16]=[CH:15][C:14]([F:17])=[CH:13][CH:12]=3)[C:6]=2[N:7]=1. The yield is 0.296. (5) The reactants are C([O:3][C:4](=[O:33])[CH2:5][CH2:6][CH2:7][CH2:8][CH2:9][O:10][CH2:11][CH2:12][O:13][CH2:14][CH2:15][O:16][CH2:17][CH2:18][O:19][CH2:20][CH2:21][O:22][CH2:23][CH2:24][O:25][CH2:26][CH2:27][O:28][CH2:29][CH2:30][O:31][CH3:32])C. The catalyst is [OH-].[Na+]. The product is [CH3:32][O:31][CH2:30][CH2:29][O:28][CH2:27][CH2:26][O:25][CH2:24][CH2:23][O:22][CH2:21][CH2:20][O:19][CH2:18][CH2:17][O:16][CH2:15][CH2:14][O:13][CH2:12][CH2:11][O:10][CH2:9][CH2:8][CH2:7][CH2:6][CH2:5][C:4]([OH:33])=[O:3]. The yield is 0.620.